From a dataset of Forward reaction prediction with 1.9M reactions from USPTO patents (1976-2016). Predict the product of the given reaction. Given the reactants [F:1][C:2]1[C:11]([O:12][CH3:13])=[CH:10][CH:9]=[C:8]([CH:14]=O)[C:3]=1[C:4]([O:6]C)=O.Cl.[NH2:17][CH2:18][C@H:19]1[CH2:24][CH2:23][C@H:22]([C:25]([O:27][CH3:28])=[O:26])[CH2:21][CH2:20]1.CCN(C(C)C)C(C)C.[BH-](OC(C)=O)(OC(C)=O)OC(C)=O.[Na+], predict the reaction product. The product is: [F:1][C:2]1[C:11]([O:12][CH3:13])=[CH:10][CH:9]=[C:8]2[C:3]=1[C:4](=[O:6])[N:17]([CH2:18][C@H:19]1[CH2:20][CH2:21][C@H:22]([C:25]([O:27][CH3:28])=[O:26])[CH2:23][CH2:24]1)[CH2:14]2.